Task: Regression/Classification. Given a drug SMILES string, predict its absorption, distribution, metabolism, or excretion properties. Task type varies by dataset: regression for continuous measurements (e.g., permeability, clearance, half-life) or binary classification for categorical outcomes (e.g., BBB penetration, CYP inhibition). Dataset: cyp2c19_veith.. Dataset: CYP2C19 inhibition data for predicting drug metabolism from PubChem BioAssay (1) The molecule is CCCCN(C)CCCNC(=O)CCn1nc(-c2ccccc2)ccc1=O. The result is 0 (non-inhibitor). (2) The molecule is Cc1ccc(C(=O)NC(=S)NCC2CCCO2)cc1. The result is 1 (inhibitor).